Predict which catalyst facilitates the given reaction. From a dataset of Catalyst prediction with 721,799 reactions and 888 catalyst types from USPTO. Reactant: [CH:1]([C:4]1[CH:24]=[CH:23][CH:22]=[CH:21][C:5]=1[O:6][C:7]1[CH:20]=[CH:19][C:10]([CH:11]=[C:12]2[S:16][C:15](=[S:17])[NH:14][C:13]2=[O:18])=[CH:9][CH:8]=1)([CH3:3])[CH3:2].[CH:25](N(C(C)C)CC)(C)C.O. Product: [CH:1]([C:4]1[CH:24]=[CH:23][CH:22]=[CH:21][C:5]=1[O:6][C:7]1[CH:20]=[CH:19][C:10]([CH:11]=[C:12]2[S:16][C:15]([S:17][CH3:25])=[N:14][C:13]2=[O:18])=[CH:9][CH:8]=1)([CH3:3])[CH3:2]. The catalyst class is: 8.